Dataset: Full USPTO retrosynthesis dataset with 1.9M reactions from patents (1976-2016). Task: Predict the reactants needed to synthesize the given product. (1) Given the product [ClH:6].[CH2:21]([NH:25][CH2:26][C@@H:27]([C@H:29]([C@@H:31]([C@@H:33]([CH2:35][OH:36])[OH:34])[OH:32])[OH:30])[OH:28])[CH2:22][CH2:23][CH3:24], predict the reactants needed to synthesize it. The reactants are: C(N)CCC.[ClH:6].O=C[C@@H]([C@H]([C@@H]([C@@H](CO)O)O)O)O.[H][H].[CH2:21]([NH:25][CH2:26][C@@H:27]([C@H:29]([C@@H:31]([C@@H:33]([CH2:35][OH:36])[OH:34])[OH:32])[OH:30])[OH:28])[CH2:22][CH2:23][CH3:24]. (2) Given the product [CH3:1][O:2][C:3]1[CH:20]=[C:19]([O:21][CH3:22])[CH:18]=[CH:17][C:4]=1[CH2:5][N:6]([CH2:10][CH:11]1[O:15][C:14](=[O:16])[N:13]([C:24]2[CH:35]=[CH:34][C:27]3[O:28][CH2:29][CH2:30][CH2:31][C:32](=[O:33])[C:26]=3[CH:25]=2)[CH2:12]1)[C:7](=[O:9])[CH3:8], predict the reactants needed to synthesize it. The reactants are: [CH3:1][O:2][C:3]1[CH:20]=[C:19]([O:21][CH3:22])[CH:18]=[CH:17][C:4]=1[CH2:5][N:6]([CH2:10][CH:11]1[O:15][C:14](=[O:16])[NH:13][CH2:12]1)[C:7](=[O:9])[CH3:8].Br[C:24]1[CH:35]=[CH:34][C:27]2[O:28][CH2:29][CH2:30][CH2:31][C:32](=[O:33])[C:26]=2[CH:25]=1. (3) Given the product [CH3:15][O:16][C:17]1[CH:18]=[C:19]([CH:20]=[CH:21][CH:22]=1)[CH2:23][N:24]([CH3:25])[CH2:2][C:3]([C:5]1[CH:14]=[CH:13][C:12]2[C:7](=[CH:8][CH:9]=[CH:10][CH:11]=2)[CH:6]=1)=[O:4], predict the reactants needed to synthesize it. The reactants are: Br[CH2:2][C:3]([C:5]1[CH:14]=[CH:13][C:12]2[C:7](=[CH:8][CH:9]=[CH:10][CH:11]=2)[CH:6]=1)=[O:4].[CH3:15][O:16][C:17]1[CH:18]=[C:19]([CH2:23][NH:24][CH3:25])[CH:20]=[CH:21][CH:22]=1.C(N(CC)CC)C. (4) Given the product [Br:1][C:2]1[CH:7]=[CH:6][C:5]([C:8]([OH:13])=[O:11])=[N:4][C:3]=1[CH3:10], predict the reactants needed to synthesize it. The reactants are: [Br:1][C:2]1[C:3]([CH3:10])=[N:4][C:5]([C:8]#N)=[CH:6][CH:7]=1.[OH-:11].[Na+].[OH2:13]. (5) Given the product [Cl:1][C:2]1[CH:7]=[CH:6][C:5](/[CH:8]=[CH:9]/[C:10]([N:12]2[CH2:17][CH2:16][NH:15][CH2:14][C@H:13]2[CH3:25])=[O:11])=[C:4]([CH2:26][N:27]2[N:31]=[N:30][C:29]([CH3:32])=[N:28]2)[CH:3]=1, predict the reactants needed to synthesize it. The reactants are: [Cl:1][C:2]1[CH:7]=[CH:6][C:5](/[CH:8]=[CH:9]/[C:10]([N:12]2[CH2:17][CH2:16][N:15](C(OC(C)(C)C)=O)[CH2:14][C@H:13]2[CH3:25])=[O:11])=[C:4]([CH2:26][N:27]2[N:31]=[N:30][C:29]([CH3:32])=[N:28]2)[CH:3]=1.C(O)(C(F)(F)F)=O.